This data is from Catalyst prediction with 721,799 reactions and 888 catalyst types from USPTO. The task is: Predict which catalyst facilitates the given reaction. (1) Reactant: [C:1]([C:5]1[O:9][N:8]=[C:7]([NH:10][C:11]([CH:13]2[CH2:18][CH2:17][CH2:16][NH:15][CH2:14]2)=[O:12])[CH:6]=1)([CH3:4])([CH3:3])[CH3:2].Cl.C(N(CC)CC)C.[O:27]=[S:28]1(=[O:37])[CH2:33][CH2:32][N:31]([C:34](Cl)=[O:35])[CH2:30][CH2:29]1. Product: [C:1]([C:5]1[O:9][N:8]=[C:7]([NH:10][C:11]([CH:13]2[CH2:18][CH2:17][CH2:16][N:15]([C:34]([N:31]3[CH2:32][CH2:33][S:28](=[O:37])(=[O:27])[CH2:29][CH2:30]3)=[O:35])[CH2:14]2)=[O:12])[CH:6]=1)([CH3:4])([CH3:2])[CH3:3]. The catalyst class is: 20. (2) Reactant: [OH:1][C@@H:2]([C@H:4]1[C:35](=[O:36])[N:6]2[C:7]([C:22]([O:24][CH2:25][C:26]3[CH:31]=[CH:30][C:29]([N+:32]([O-:34])=[O:33])=[CH:28][CH:27]=3)=[O:23])=[C:8]([C:11]3[S:15][C:14]4=[C:16](SC)[N:17]=[C:18]([CH3:19])[N:13]4[CH:12]=3)[C@H:9]([CH3:10])[C@H:5]12)[CH3:3].O[O:38][S:39]([O-:41])=O.[K+].[C:43](=O)([O-])O.[Na+]. Product: [OH:1][C@@H:2]([C@H:4]1[C:35](=[O:36])[N:6]2[C:7]([C:22]([O:24][CH2:25][C:26]3[CH:31]=[CH:30][C:29]([N+:32]([O-:34])=[O:33])=[CH:28][CH:27]=3)=[O:23])=[C:8]([C:11]3[S:15][C:14]4=[C:16]([S:39]([CH3:43])(=[O:41])=[O:38])[N:17]=[C:18]([CH3:19])[N:13]4[CH:12]=3)[C@H:9]([CH3:10])[C@H:5]12)[CH3:3]. The catalyst class is: 20. (3) Reactant: Cl.[NH2:2][CH2:3][CH2:4][O:5][C:6]1[CH:14]=[CH:13][C:9]([C:10]([OH:12])=[O:11])=[C:8]([OH:15])[CH:7]=1.[C:16](=[O:19])([O-])[O-:17].[Na+].[Na+].C1C(=O)N(OC(O[CH2:33][CH:34]2[C:46]3[C:41](=[CH:42][CH:43]=[CH:44]C=3)[C:40]3[C:35]2=[CH:36][CH:37]=C[CH:39]=3)=O)C(=O)C1.[CH3:47][C:48](C)=O.O. Product: [CH:33]1[C:34]2[CH2:46][C:41]3[C:40](=[CH:39][CH:44]=[CH:43][CH:42]=3)[C:35]=2[CH:36]=[CH:37][C:47]=1[CH2:48][O:17][C:16]([NH:2][CH2:3][CH2:4][O:5][C:6]1[CH:14]=[CH:13][C:9]([C:10]([OH:12])=[O:11])=[C:8]([OH:15])[CH:7]=1)=[O:19]. The catalyst class is: 21.